This data is from Peptide-MHC class II binding affinity with 134,281 pairs from IEDB. The task is: Regression. Given a peptide amino acid sequence and an MHC pseudo amino acid sequence, predict their binding affinity value. This is MHC class II binding data. (1) The peptide sequence is HYKIDMEVICLNSYD. The MHC is DRB1_0101 with pseudo-sequence DRB1_0101. The binding affinity (normalized) is 0.543. (2) The peptide sequence is RVIAQGPTATFEAMY. The MHC is HLA-DQA10401-DQB10402 with pseudo-sequence HLA-DQA10401-DQB10402. The binding affinity (normalized) is 0.243. (3) The binding affinity (normalized) is 0.898. The MHC is DRB3_0301 with pseudo-sequence DRB3_0301. The peptide sequence is LGMLLMTGGVTLVRK. (4) The peptide sequence is RNSRWSSPDNVKPLY. The MHC is DRB1_0802 with pseudo-sequence DRB1_0802. The binding affinity (normalized) is 0.389.